Dataset: Full USPTO retrosynthesis dataset with 1.9M reactions from patents (1976-2016). Task: Predict the reactants needed to synthesize the given product. (1) The reactants are: [OH2:1].[OH-].[Li+].Cl.[NH2:5]O.[Cl:7][C:8]1[CH:9]=[CH:10][C:11]2[N:12]([N:14]=[C:15]([C:28]3[CH:33]=[CH:32][CH:31]=[CH:30][CH:29]=3)[C:16]=2[CH2:17][C:18]2[N:23]=[C:22]([C:24]([O:26]C)=O)[CH:21]=[CH:20][CH:19]=2)[CH:13]=1.Cl. Given the product [Cl:7][C:8]1[CH:9]=[CH:10][C:11]2[N:12]([N:14]=[C:15]([C:28]3[CH:33]=[CH:32][CH:31]=[CH:30][CH:29]=3)[C:16]=2[CH2:17][C:18]2[N:23]=[C:22]([C:24]([NH:5][OH:1])=[O:26])[CH:21]=[CH:20][CH:19]=2)[CH:13]=1, predict the reactants needed to synthesize it. (2) Given the product [CH:24]([C:26]1[CH:31]=[CH:30][CH:29]=[CH:28][C:27]=1[CH:32]=[CH2:33])=[CH2:25].[CH2:34]([CH:36]=[CH:37][C:38]1[CH:43]=[CH:42][CH:41]=[CH:40][CH:39]=1)[CH3:35], predict the reactants needed to synthesize it. The reactants are: C(OS(C1C=CC=CC=1)(=O)=O)CCCCCCCCCCC.[Na].[CH:24]([C:26]1[CH:31]=[CH:30][CH:29]=[CH:28][C:27]=1[CH:32]=[CH2:33])=[CH2:25].[CH2:34]([CH:36]=[CH:37][C:38]1[CH:43]=[CH:42][CH:41]=[CH:40][CH:39]=1)[CH3:35]. (3) The reactants are: [N:1]1[CH:6]=[CH:5][CH:4]=[CH:3][CH:2]=1.ClCC(Cl)=O.[C:12]([NH2:15])(=[O:14])[CH3:13].C(=O)([O-])[O-].[K+].[K+].N1CCCCC1.[C:28]([C:30]1[N:31]=[CH:32][C:33]2[CH:38]=[C:37]([CH2:39][N:40]3[CH:44]=[N:43][C:42](C(N4CCCCC4)C(N)=O)=[N:41]3)[N:36]([CH2:55][C:56]([CH3:59])([CH3:58])[CH3:57])[C:34]=2[N:35]=1)#[N:29]. Given the product [C:28]([C:30]1[N:31]=[CH:32][C:33]2[CH:38]=[C:37]([CH2:39][N:40]3[CH:44]=[N:43][C:42]([NH:15][C:12](=[O:14])[CH2:13][N:1]4[CH2:6][CH2:5][CH2:4][CH2:3][CH2:2]4)=[N:41]3)[N:36]([CH2:55][C:56]([CH3:59])([CH3:58])[CH3:57])[C:34]=2[N:35]=1)#[N:29], predict the reactants needed to synthesize it. (4) Given the product [C:1]([O:5][C:6]([NH:8][C:9]1[S:10][C:11]([C:14]([OH:16])=[O:15])=[CH:12][N:13]=1)=[O:7])([CH3:4])([CH3:2])[CH3:3], predict the reactants needed to synthesize it. The reactants are: [C:1]([O:5][C:6]([NH:8][C:9]1[S:10][C:11]([C:14]([O:16]CC)=[O:15])=[CH:12][N:13]=1)=[O:7])([CH3:4])([CH3:3])[CH3:2].[OH-].[Na+]. (5) Given the product [Cl:1][C:2]1[N:3]=[CH:4][N:5]([C:16]2[CH:17]=[CH:18][C:19]([S:22]([NH:25][P:26](=[O:27])([O-:28])[O-:29])(=[O:23])=[O:24])=[CH:20][CH:21]=2)[C:6]=1[C:7]1[CH:12]=[CH:11][C:10]([O:13][CH3:14])=[C:9]([F:15])[CH:8]=1.[Ca+2:34], predict the reactants needed to synthesize it. The reactants are: [Cl:1][C:2]1[N:3]=[CH:4][N:5]([C:16]2[CH:21]=[CH:20][C:19]([S:22]([NH:25][P:26](=[O:29])([OH:28])[OH:27])(=[O:24])=[O:23])=[CH:18][CH:17]=2)[C:6]=1[C:7]1[CH:12]=[CH:11][C:10]([O:13][CH3:14])=[C:9]([F:15])[CH:8]=1.C([O-])([O-])=O.[Ca+2:34]. (6) The reactants are: [F:1][C:2]1[CH:7]=[CH:6][CH:5]=[CH:4][C:3]=1[O:8][CH3:9].C([Li])CCC.CN(CCN(CCN(C)C)C)C.[C:27]([O:31][C:32]([N:34]1[CH2:39][CH2:38][CH:37]([C:40](=[O:45])N(OC)C)[CH2:36][CH2:35]1)=[O:33])([CH3:30])([CH3:29])[CH3:28]. Given the product [C:27]([O:31][C:32]([N:34]1[CH2:39][CH2:38][CH:37]([C:40](=[O:45])[C:7]2[CH:6]=[CH:5][CH:4]=[C:3]([O:8][CH3:9])[C:2]=2[F:1])[CH2:36][CH2:35]1)=[O:33])([CH3:30])([CH3:29])[CH3:28], predict the reactants needed to synthesize it. (7) Given the product [ClH:23].[NH:13]1[CH2:14][CH2:15][CH:10]([C:7]2[CH:6]=[CH:5][C:4]([CH2:1][CH2:2][CH3:3])=[N:9][CH:8]=2)[CH2:11][CH2:12]1, predict the reactants needed to synthesize it. The reactants are: [CH2:1]([C:4]1[N:9]=[CH:8][C:7]([CH:10]2[CH2:15][CH2:14][N:13](C(OC(C)(C)C)=O)[CH2:12][CH2:11]2)=[CH:6][CH:5]=1)[CH2:2][CH3:3].[ClH:23].